Dataset: Catalyst prediction with 721,799 reactions and 888 catalyst types from USPTO. Task: Predict which catalyst facilitates the given reaction. (1) Reactant: [OH-].[Na+].[CH2:3]([O:5][C:6]1[CH:11]=[C:10]([CH2:12][N:13]2[CH2:16][C:15]3([CH2:20][C:19]([N:21]4[CH2:26][CH2:25][C:24](C)([C:27]([O:29]CC)=[O:28])[CH2:23][CH2:22]4)=[N:18][O:17]3)[CH2:14]2)[CH:9]=[C:8]([O:33][CH2:34][CH3:35])[C:7]=1[C:36]1[CH:41]=[CH:40][C:39]([F:42])=[CH:38][CH:37]=1)[CH3:4].Cl. Product: [CH2:34]([O:33][C:8]1[CH:9]=[C:10]([CH2:12][N:13]2[CH2:16][C:15]3([CH2:20][C:19]([N:21]4[CH2:22][CH2:23][CH:24]([C:27]([OH:29])=[O:28])[CH2:25][CH2:26]4)=[N:18][O:17]3)[CH2:14]2)[CH:11]=[C:6]([O:5][CH2:3][CH3:4])[C:7]=1[C:36]1[CH:41]=[CH:40][C:39]([F:42])=[CH:38][CH:37]=1)[CH3:35]. The catalyst class is: 8. (2) The catalyst class is: 37. Product: [Cl:12][C:6]1[CH:7]=[C:8]([Cl:11])[CH:9]=[CH:10][C:5]=1[C:4]1[N:13]=[C:14]([OH:15])[N:29]2[N:28]=[C:26]([CH2:25][N:19]3[CH2:24][CH2:23][O:22][CH2:21][CH2:20]3)[N:2]=[C:1]2[CH:3]=1. Reactant: [C:1]([CH:3]=[C:4]([NH:13][C:14](=O)[O:15]CC)[C:5]1[CH:10]=[CH:9][C:8]([Cl:11])=[CH:7][C:6]=1[Cl:12])#[N:2].[N:19]1([CH2:25][C:26]([NH:28][NH2:29])=O)[CH2:24][CH2:23][O:22][CH2:21][CH2:20]1.C(OCC)(=O)C.O. (3) Reactant: [Cl:1][C:2]1[CH:7]=[C:6]([F:8])[C:5]([N:9]2[C:14](=[O:15])[CH:13]=[C:12]([C:16]([F:19])([F:18])[F:17])[N:11]([CH3:20])[C:10]2=[O:21])=[C:4]([N+:22]([O-])=O)[C:3]=1[CH3:25].O. Product: [NH2:22][C:4]1[C:3]([CH3:25])=[C:2]([Cl:1])[CH:7]=[C:6]([F:8])[C:5]=1[N:9]1[C:14](=[O:15])[CH:13]=[C:12]([C:16]([F:19])([F:18])[F:17])[N:11]([CH3:20])[C:10]1=[O:21]. The catalyst class is: 180. (4) Reactant: [H-].[H-].[H-].[H-].[Li+].[Al+3].[OH:7][C:8]1[CH:13]=[CH:12][C:11]([CH2:14][CH2:15][C:16](OCC)=[O:17])=[CH:10][CH:9]=1.C(OCC)(=O)C.[O-]S([O-])(=O)=O.[Na+].[Na+].Cl. Product: [OH:7][C:8]1[CH:9]=[CH:10][C:11]([CH2:14][CH2:15][CH2:16][OH:17])=[CH:12][CH:13]=1. The catalyst class is: 1. (5) Reactant: Cl.[CH3:2][O:3][C:4]1[CH:5]=[C:6]2[C:11](=[C:12]([N:14]3[CH2:19][CH2:18][N:17]([CH3:20])[CH2:16][CH2:15]3)[CH:13]=1)[O:10][CH:9]([C:21]([OH:23])=O)[CH2:8][CH2:7]2.C(Cl)(=O)C(Cl)=O.[NH2:30][C:31]1[CH:36]=[CH:35][C:34]([N:37]2[CH2:41][CH2:40][CH2:39][C:38]2=[O:42])=[CH:33][CH:32]=1.C(N(CC)CC)C. Product: [CH3:2][O:3][C:4]1[CH:5]=[C:6]2[C:11](=[C:12]([N:14]3[CH2:15][CH2:16][N:17]([CH3:20])[CH2:18][CH2:19]3)[CH:13]=1)[O:10][CH:9]([C:21]([NH:30][C:31]1[CH:36]=[CH:35][C:34]([N:37]3[CH2:41][CH2:40][CH2:39][C:38]3=[O:42])=[CH:33][CH:32]=1)=[O:23])[CH2:8][CH2:7]2. The catalyst class is: 59.